This data is from Retrosynthesis with 50K atom-mapped reactions and 10 reaction types from USPTO. The task is: Predict the reactants needed to synthesize the given product. (1) Given the product CCN1CCC[C@@H]1Cc1c[nH]c2ccc(CCS(=O)(=O)CC)cc12, predict the reactants needed to synthesize it. The reactants are: CCI.CCS(=O)(=O)CCc1ccc2[nH]cc(C[C@H]3CCCN3)c2c1. (2) Given the product CCc1cccc(-c2c(Cl)cccc2NCCCCOC)c1, predict the reactants needed to synthesize it. The reactants are: CCc1cccc(-c2c(Cl)cccc2Br)c1.COCCCCN. (3) Given the product COc1ccc(CC(=O)c2c(O)cc(OC)cc2OC)c(OC)c1, predict the reactants needed to synthesize it. The reactants are: COc1ccc(CC(=O)c2c(OC)cc(OC)cc2OC)c(OC)c1. (4) Given the product CC(C)(C)c1ccnc(C=O)c1, predict the reactants needed to synthesize it. The reactants are: CC(C)(C)c1ccnc(CO)c1. (5) Given the product CC(=O)c1cc2c(s1)CCC1CC(=O)N(c3ccc(Cl)cc3)N=C21, predict the reactants needed to synthesize it. The reactants are: CC(=O)Cl.O=C1CC2CCc3sccc3C2=NN1c1ccc(Cl)cc1. (6) Given the product COC(=O)C1CC1c1ccc(OCc2ccccc2)cc1C, predict the reactants needed to synthesize it. The reactants are: COC(=O)C=Cc1ccc(OCc2ccccc2)cc1C.C[S+](C)(C)=O. (7) Given the product FC(F)(F)c1cc2cc(CNc3cc(Cl)ncn3)ccc2[nH]1, predict the reactants needed to synthesize it. The reactants are: Clc1cc(Cl)ncn1.NCc1ccc2[nH]c(C(F)(F)F)cc2c1. (8) Given the product CC(C)(C)OC(=O)N1CCC[C@@H]([C@@H](OCCN)c2ccc(F)c(Cl)c2)C1, predict the reactants needed to synthesize it. The reactants are: CC(C)(C)OC(=O)N1CCC[C@@H]([C@@H](OCC#N)c2ccc(F)c(Cl)c2)C1. (9) Given the product O=C(O)c1sc(-c2ccccc2)cc1N(Cc1ccc(-c2cccc(C(F)(F)F)c2)o1)C(=O)c1ccc(Cl)cc1Cl, predict the reactants needed to synthesize it. The reactants are: COC(=O)c1sc(-c2ccccc2)cc1N(Cc1ccc(-c2cccc(C(F)(F)F)c2)o1)C(=O)c1ccc(Cl)cc1Cl.